Dataset: Catalyst prediction with 721,799 reactions and 888 catalyst types from USPTO. Task: Predict which catalyst facilitates the given reaction. (1) Reactant: [NH2:1][C:2]1[N:7]=[C:6]([C:8]2[CH:13]=[CH:12][CH:11]=[CH:10][C:9]=2[F:14])[C:5]([C:15]#[N:16])=[C:4](S(C)=O)[N:3]=1.[OH2:20]. Product: [NH2:1][C:2]1[NH:3][C:4](=[O:20])[C:5]([C:15]#[N:16])=[C:6]([C:8]2[CH:13]=[CH:12][CH:11]=[CH:10][C:9]=2[F:14])[N:7]=1. The catalyst class is: 4. (2) Reactant: [OH:1][CH2:2][C@H:3]1[CH2:7][CH2:6][CH2:5][N:4]1[C:8]([O:10][C:11]([CH3:14])([CH3:13])[CH3:12])=[O:9].[C:15]([O:21][CH2:22][N:23]1[C:32](=[O:33])[C:31]2[C:26](=[CH:27][C:28]([O:35][CH2:36][C:37]3[CH:42]=[CH:41][CH:40]=[CH:39][CH:38]=3)=[CH:29][C:30]=2O)[N:25]=[CH:24]1)(=[O:20])[C:16]([CH3:19])([CH3:18])[CH3:17].C1(P(C2C=CC=CC=2)C2C=CC=CC=2)C=CC=CC=1.CC(OC(/N=N/C(OC(C)(C)C)=O)=O)(C)C. Product: [CH2:36]([O:35][C:28]1[CH:27]=[C:26]2[C:31]([C:32](=[O:33])[N:23]([CH2:22][O:21][C:15](=[O:20])[C:16]([CH3:17])([CH3:18])[CH3:19])[CH:24]=[N:25]2)=[C:30]([O:1][CH2:2][C@H:3]2[CH2:7][CH2:6][CH2:5][N:4]2[C:8]([O:10][C:11]([CH3:14])([CH3:13])[CH3:12])=[O:9])[CH:29]=1)[C:37]1[CH:42]=[CH:41][CH:40]=[CH:39][CH:38]=1. The catalyst class is: 4. (3) Reactant: Br[C:2]1[CH:9]=[C:8]([C:10]([F:13])([F:12])[F:11])[CH:7]=[CH:6][C:3]=1[CH:4]=[O:5].CC1(C)C(C)(C)OB([C:22]2[CH:23]=[CH:24][C:25]([C:28]([NH:30][CH2:31][CH2:32][C:33]([O:35][CH2:36][CH3:37])=[O:34])=[O:29])=[N:26][CH:27]=2)O1.C([O-])([O-])=O.[K+].[K+].O. Product: [CH:4]([C:3]1[CH:6]=[CH:7][C:8]([C:10]([F:13])([F:12])[F:11])=[CH:9][C:2]=1[C:22]1[CH:23]=[CH:24][C:25]([C:28]([NH:30][CH2:31][CH2:32][C:33]([O:35][CH2:36][CH3:37])=[O:34])=[O:29])=[N:26][CH:27]=1)=[O:5]. The catalyst class is: 800. (4) Reactant: Br[CH2:2][C:3]([C:5]1[C:10]([F:11])=[CH:9][CH:8]=[CH:7][C:6]=1[F:12])=[O:4].C([O-])([O-])=O.[Cs+].[Cs+].[NH2:19][C:20]1[CH:25]=[CH:24][C:23]([Br:26])=[CH:22][C:21]=1[OH:27].C(OCC)(=O)C.CCCCCC. Product: [NH2:19][C:20]1[CH:25]=[CH:24][C:23]([Br:26])=[CH:22][C:21]=1[O:27][CH2:2][C:3]([C:5]1[C:10]([F:11])=[CH:9][CH:8]=[CH:7][C:6]=1[F:12])=[O:4]. The catalyst class is: 47.